From a dataset of Forward reaction prediction with 1.9M reactions from USPTO patents (1976-2016). Predict the product of the given reaction. (1) Given the reactants [N:1]1[CH:6]=[CH:5][CH:4]=[C:3]([NH:7][C:8]([C:10]2[CH:11]=[CH:12][C:13]3[N:17]=[C:16](C(OC)(OC)OC)[N:15]([CH2:25][CH2:26][CH2:27][NH:28][C:29](=[O:35])OC(C)(C)C)[C:14]=3[CH:36]=2)=[O:9])[CH:2]=1.Cl.C(N(CC)CC)C, predict the reaction product. The product is: [O:35]=[C:29]1[C:16]2=[N:17][C:13]3[CH:12]=[CH:11][C:10]([C:8]([NH:7][C:3]4[CH:2]=[N:1][CH:6]=[CH:5][CH:4]=4)=[O:9])=[CH:36][C:14]=3[N:15]2[CH2:25][CH2:26][CH2:27][NH:28]1. (2) Given the reactants C[O:2][C:3]1[CH:8]=[CH:7][CH:6]=[C:5]([O:9]C)[CH:4]=1.C[O:12][C:13]1[CH:14]=[C:15]([CH2:21][C:22](O)=[O:23])[CH:16]=[CH:17][C:18]=1[O:19]C, predict the reaction product. The product is: [OH:9][C:5]1[CH:4]=[C:3]([OH:2])[CH:8]=[CH:7][C:6]=1[C:22](=[O:23])[CH2:21][C:15]1[CH:16]=[CH:17][C:18]([OH:19])=[C:13]([OH:12])[CH:14]=1. (3) Given the reactants [CH3:1][C:2]1[CH:7]=[CH:6][C:5]([N:8]([CH2:12][CH2:13][CH3:14])[CH2:9][CH2:10][CH3:11])=[CH:4][C:3]=1[NH2:15].[CH3:16][C:17]1[CH:22]=[C:21]([CH3:23])[CH:20]=[C:19]([CH3:24])[C:18]=1[N:25]=[C:26]=[S:27], predict the reaction product. The product is: [CH2:9]([N:8]([CH2:12][CH2:13][CH3:14])[C:5]1[CH:6]=[CH:7][C:2]([CH3:1])=[C:3]([NH:15][C:26]([NH:25][C:18]2[C:17]([CH3:16])=[CH:22][C:21]([CH3:23])=[CH:20][C:19]=2[CH3:24])=[S:27])[CH:4]=1)[CH2:10][CH3:11]. (4) Given the reactants [N:1]1[CH:6]=[CH:5][C:4]([CH2:7][CH2:8][C:9]2[CH:10]=[C:11]([NH2:14])[NH:12][N:13]=2)=[CH:3][CH:2]=1.Cl[C:16]1[CH:21]=[CH:20][N:19]=[C:18]([NH:22][CH2:23][C:24]2[O:28][N:27]=[C:26]([CH3:29])[CH:25]=2)[N:17]=1, predict the reaction product. The product is: [CH3:29][C:26]1[CH:25]=[C:24]([CH2:23][NH:22][C:18]2[N:19]=[C:20]([NH:14][C:11]3[NH:12][N:13]=[C:9]([CH2:8][CH2:7][C:4]4[CH:5]=[CH:6][N:1]=[CH:2][CH:3]=4)[CH:10]=3)[CH:21]=[CH:16][N:17]=2)[O:28][N:27]=1. (5) Given the reactants [CH3:1][O:2][C:3](=[O:17])[CH2:4][C:5]1[CH:10]=[CH:9][C:8]([N+:11]([O-])=O)=[CH:7][C:6]=1[N+:14]([O-])=O.[H][H], predict the reaction product. The product is: [CH3:1][O:2][C:3](=[O:17])[CH2:4][C:5]1[CH:10]=[CH:9][C:8]([NH2:11])=[CH:7][C:6]=1[NH2:14]. (6) Given the reactants [C:1]([O:5][C:6]([N:8]1[CH2:12][CH2:11][CH2:10][CH:9]1C1NC(C2C=CC(C3C=CN=C(OCC4C=CC=CC=4)C=3)=CC=2)=CN=1)=[O:7])([CH3:4])([CH3:3])[CH3:2].[H-].[Na+].CCl.[Cl-].[NH4+], predict the reaction product. The product is: [C:1]([O:5][C:6]([N:8]1[CH2:12][CH2:11][CH2:10][CH2:9]1)=[O:7])([CH3:4])([CH3:2])[CH3:3]. (7) Given the reactants [C:1]([C:3]1[CH:4]=[C:5](B(O)O)[CH:6]=[CH:7][C:8]=1[F:9])#[N:2].Br[C:14]([CH3:16])=[CH2:15], predict the reaction product. The product is: [F:9][C:8]1[CH:7]=[CH:6][C:5]([C:14]([CH3:16])=[CH2:15])=[CH:4][C:3]=1[C:1]#[N:2].